From a dataset of Full USPTO retrosynthesis dataset with 1.9M reactions from patents (1976-2016). Predict the reactants needed to synthesize the given product. (1) Given the product [C:4]([CH2:6][C:7]1[CH:8]=[C:9]([C:13]2[CH:21]=[CH:20][C:16]([C:17]([OH:19])=[O:18])=[CH:15][C:14]=2[CH2:22][N:23]([C:38]([CH:35]2[CH2:37][CH2:36]2)=[O:39])[CH2:24][CH3:25])[CH:10]=[N:11][CH:12]=1)([OH:3])=[O:5], predict the reactants needed to synthesize it. The reactants are: C([O:3][C:4]([CH2:6][C:7]1[CH:8]=[C:9]([C:13]2[CH:21]=[CH:20][C:16]([C:17]([OH:19])=[O:18])=[CH:15][C:14]=2[CH2:22][NH:23][CH2:24][CH3:25])[CH:10]=[N:11][CH:12]=1)=[O:5])C.C(N(C(C)C)CC)(C)C.[CH:35]1([C:38](Cl)=[O:39])[CH2:37][CH2:36]1. (2) Given the product [NH2:1][C@H:2]([C:10]([NH:12][C@H:13]([C:19]([NH:21][C@H:22]([C:27]([NH:29][C@H:30]([C:36]([NH:38][C@H:39]([C:47]([NH:49][C@H:50]([C:58]([NH:60][C@H:61]([C:66]([NH:92][C@@H:88]([CH2:87][CH2:86][CH2:85][CH2:84][NH:83][C:81](=[O:82])[C:80]1[CH:93]=[CH:94][C:77]([C:74](=[O:76])[CH3:75])=[CH:78][CH:79]=1)[C:89]([NH2:90])=[O:91])=[O:67])[CH2:62][CH:63]([CH3:64])[CH3:65])=[O:59])[CH2:51][C:52]1[CH:53]=[CH:54][CH:55]=[CH:56][CH:57]=1)=[O:48])[CH2:40][C:41]1[CH:46]=[CH:45][CH:44]=[CH:43][CH:42]=1)=[O:37])[CH2:31][CH2:32][CH2:33][CH2:34][NH2:35])=[O:28])[CH2:23][C:24](=[O:26])[NH2:25])=[O:20])[CH2:14][CH2:15][CH2:16][CH2:17][NH2:18])=[O:11])[CH2:3][CH2:4][CH2:5][NH:6][C:7](=[NH:8])[NH2:9], predict the reactants needed to synthesize it. The reactants are: [NH2:1][C@H:2]([C:10]([NH:12][C@H:13]([C:19]([NH:21][C@H:22]([C:27]([NH:29][C@H:30]([C:36]([NH:38][C@H:39]([C:47]([NH:49][C@H:50]([C:58]([NH:60][C@H:61]([C:66](N[C@H](C(O)=O)C)=[O:67])[CH2:62][CH:63]([CH3:65])[CH3:64])=[O:59])[CH2:51][C:52]1[CH:57]=[CH:56][CH:55]=[CH:54][CH:53]=1)=[O:48])[CH2:40][C:41]1[CH:46]=[CH:45][CH:44]=[CH:43][CH:42]=1)=[O:37])[CH2:31][CH2:32][CH2:33][CH2:34][NH2:35])=[O:28])[CH2:23][C:24](=[O:26])[NH2:25])=[O:20])[CH2:14][CH2:15][CH2:16][CH2:17][NH2:18])=[O:11])[CH2:3][CH2:4][CH2:5][NH:6][C:7](=[NH:9])[NH2:8].[C:74]([C:77]1[CH:94]=[CH:93][C:80]([C:81]([NH:83][CH2:84][CH2:85][CH2:86][CH2:87][C@H:88]([NH2:92])[C:89](=[O:91])[NH2:90])=[O:82])=[CH:79][CH:78]=1)(=[O:76])[CH3:75].C1N(CCO)CCN(CCS(O)(=O)=O)C1.C(N(CC(O)=O)CC(O)=O)CN(CC(O)=O)CC(O)=O.Cl.[OH-].[Na+]. (3) Given the product [Cl:6][C:7]1[CH:8]=[CH:9][C:10]([CH:13]([CH3:14])[C:22]([OH:23])=[O:24])=[CH:11][CH:12]=1, predict the reactants needed to synthesize it. The reactants are: O[Li].O.OO.[Cl:6][C:7]1[CH:12]=[CH:11][C:10]([CH:13]([CH:22]=[O:23])[CH2:14]N(C(C)C)C(=O)[O-])=[CH:9][CH:8]=1.[O-:24]S([O-])=O.[Na+].[Na+]. (4) Given the product [F:1][C:2]1[CH:21]=[CH:20][C:5]2[C:6]([C:9]3[CH:14]=[CH:13][C:12]([O:15][CH2:16][C@@H:17]([OH:18])[CH2:19][N:31]4[CH2:30][CH2:29][CH:28]([O:27][C:26]5[CH:34]=[CH:35][C:23]([F:22])=[CH:24][CH:25]=5)[CH2:33][CH2:32]4)=[CH:11][CH:10]=3)=[N:7][O:8][C:4]=2[CH:3]=1, predict the reactants needed to synthesize it. The reactants are: [F:1][C:2]1[CH:21]=[CH:20][C:5]2[C:6]([C:9]3[CH:14]=[CH:13][C:12]([O:15][CH2:16][C@@H:17]4[CH2:19][O:18]4)=[CH:11][CH:10]=3)=[N:7][O:8][C:4]=2[CH:3]=1.[F:22][C:23]1[CH:35]=[CH:34][C:26]([O:27][CH:28]2[CH2:33][CH2:32][NH:31][CH2:30][CH2:29]2)=[CH:25][CH:24]=1. (5) The reactants are: [CH3:1][O:2][C:3]1[CH:4]=[C:5]2[C:10](=[CH:11][C:12]=1[O:13][CH3:14])[N:9]=[CH:8][CH:7]=[C:6]2[O:15][C:16]1[CH:22]=[CH:21][C:19]([NH2:20])=[CH:18][C:17]=1[F:23].C(N(CC)CC)C.ClC(Cl)(O[C:35](=[O:41])OC(Cl)(Cl)Cl)Cl.[CH3:43][C:44]1[S:48][C:47]([CH:49]([NH2:51])[CH3:50])=[N:46][CH:45]=1. Given the product [CH3:1][O:2][C:3]1[CH:4]=[C:5]2[C:10](=[CH:11][C:12]=1[O:13][CH3:14])[N:9]=[CH:8][CH:7]=[C:6]2[O:15][C:16]1[CH:22]=[CH:21][C:19]([NH:20][C:35]([NH:51][CH:49]([C:47]2[S:48][C:44]([CH3:43])=[CH:45][N:46]=2)[CH3:50])=[O:41])=[CH:18][C:17]=1[F:23], predict the reactants needed to synthesize it.